From a dataset of Forward reaction prediction with 1.9M reactions from USPTO patents (1976-2016). Predict the product of the given reaction. (1) Given the reactants [C:1](Cl)(=[O:8])[C:2]1[CH:7]=[CH:6][CH:5]=[CH:4][CH:3]=1.[Cl:10][C:11]1[CH:12]=[C:13]([CH:18]([OH:30])[CH:19]2[CH2:22][N:21]([C:23]([O:25][C:26]([CH3:29])([CH3:28])[CH3:27])=[O:24])[CH2:20]2)[CH:14]=[CH:15][C:16]=1[Cl:17].C(N(CC)CC)C, predict the reaction product. The product is: [C:1]([O:30][CH:18]([C:13]1[CH:14]=[CH:15][C:16]([Cl:17])=[C:11]([Cl:10])[CH:12]=1)[CH:19]1[CH2:20][N:21]([C:23]([O:25][C:26]([CH3:27])([CH3:29])[CH3:28])=[O:24])[CH2:22]1)(=[O:8])[C:2]1[CH:7]=[CH:6][CH:5]=[CH:4][CH:3]=1. (2) Given the reactants [H-].[Na+].[C:3]([C:5]1[CH:6]=[CH:7][C:8]([NH:11][CH2:12][CH2:13][CH2:14][O:15][C:16]2[CH:17]=[C:18]3[C:22](=[CH:23][CH:24]=2)[C@H:21]([CH2:25][C:26]([O:28][CH2:29][CH3:30])=[O:27])[CH2:20][CH2:19]3)=[N:9][CH:10]=1)#[N:4].[CH2:31](I)[CH2:32][CH3:33], predict the reaction product. The product is: [C:3]([C:5]1[CH:6]=[CH:7][C:8]([N:11]([CH2:31][CH2:32][CH3:33])[CH2:12][CH2:13][CH2:14][O:15][C:16]2[CH:17]=[C:18]3[C:22](=[CH:23][CH:24]=2)[C@H:21]([CH2:25][C:26]([O:28][CH2:29][CH3:30])=[O:27])[CH2:20][CH2:19]3)=[N:9][CH:10]=1)#[N:4].